Dataset: Reaction yield outcomes from USPTO patents with 853,638 reactions. Task: Predict the reaction yield, written as a fraction of the theoretical maximum amount of product (1.0 means a 100% yield; for example, 0.34 means a 34% yield). (1) The reactants are C(N(CC)CC)C.C([O:10][C:11]([C:13]1[N:14]([CH2:27][C:28]2([CH2:32][NH2:33])[CH2:31][CH2:30][CH2:29]2)[C:15]2[C:20]([CH:21]=1)=[CH:19][CH:18]=[C:17]([C:22]([O:24][CH2:25][CH3:26])=[O:23])[CH:16]=2)=O)C.C([O-])([O-])=O.[K+].[K+]. The catalyst is C(O)C. The product is [O:10]=[C:11]1[C:13]2=[CH:21][C:20]3[CH:19]=[CH:18][C:17]([C:22]([O:24][CH2:25][CH3:26])=[O:23])=[CH:16][C:15]=3[N:14]2[CH2:27][C:28]2([CH2:29][CH2:30][CH2:31]2)[CH2:32][NH:33]1. The yield is 0.400. (2) The reactants are [C:1]([C@@H:5]1[S:9][C:8](=[O:10])[C@@H:7]([CH3:11])[O:6]1)([CH3:4])([CH3:3])[CH3:2].[CH3:12][C:13](=[CH:16][CH2:17][CH3:18])[CH:14]=[O:15]. No catalyst specified. The product is [C:1]([CH:5]1[S:9][C:8](=[O:10])[C:7]([CH:14]([OH:15])[C:13]([CH3:12])=[CH:16][CH2:17][CH3:18])([CH3:11])[O:6]1)([CH3:4])([CH3:2])[CH3:3]. The yield is 0.710. (3) The reactants are [Li+].C[Si]([N-][Si](C)(C)C)(C)C.[F:11][C:12]1[N:17]=[CH:16][C:15]([NH2:18])=[CH:14][CH:13]=1.F[C:20]1[CH:25]=[C:24]([F:26])[CH:23]=[CH:22][C:21]=1[N+:27]([O-:29])=[O:28].[NH4+].[Cl-]. The catalyst is C1COCC1. The product is [F:26][C:24]1[CH:23]=[CH:22][C:21]([N+:27]([O-:29])=[O:28])=[C:20]([NH:18][C:15]2[CH:16]=[N:17][C:12]([F:11])=[CH:13][CH:14]=2)[CH:25]=1. The yield is 0.910. (4) The reactants are C1(P(=O)(C2C=CC=CC=2)C2C=CC=CC=2)C=CC=CC=1.FC(F)(F)S(OS(C(F)(F)F)(=O)=O)(=O)=O.C([S:43][CH:44]([CH2:77][N:78]1[CH2:83][CH2:82][O:81][CH2:80][CH2:79]1)[CH2:45][NH:46][C:47]([C:49]1[NH:50][C:51]2[C:56]([CH:57]=1)=[CH:55][C:54]([O:58][CH2:59][CH2:60][CH2:61][S:62]([CH3:65])(=[O:64])=[O:63])=[CH:53][C:52]=2[N:66]([CH3:76])[S:67]([C:70]1[CH:75]=[CH:74][CH:73]=[CH:72][N:71]=1)(=[O:69])=[O:68])=O)C1C=CC=CC=1.C1(SC)C=CC=CC=1. The catalyst is ClCCl.C(OCC)(=O)C. The product is [CH3:76][N:66]([C:52]1[CH:53]=[C:54]([O:58][CH2:59][CH2:60][CH2:61][S:62]([CH3:65])(=[O:64])=[O:63])[CH:55]=[C:56]2[C:51]=1[NH:50][C:49]([C:47]1[S:43][CH:44]([CH2:77][N:78]3[CH2:79][CH2:80][O:81][CH2:82][CH2:83]3)[CH2:45][N:46]=1)=[CH:57]2)[S:67]([C:70]1[CH:75]=[CH:74][CH:73]=[CH:72][N:71]=1)(=[O:69])=[O:68]. The yield is 0.230. (5) The reactants are [I:1][C:2]1[CH:7]=[CH:6][CH:5]=[CH:4][C:3]=1[OH:8].[H-].[Na+].[CH2:11](Br)[CH:12]=[CH:13][CH3:14]. The catalyst is CN(C=O)C. The product is [CH2:11]([O:8][C:3]1[CH:4]=[CH:5][CH:6]=[CH:7][C:2]=1[I:1])[CH:12]=[CH:13][CH3:14]. The yield is 0.990.